Dataset: Forward reaction prediction with 1.9M reactions from USPTO patents (1976-2016). Task: Predict the product of the given reaction. (1) Given the reactants Cl[C:2]1[CH:7]=[C:6]([CH2:8][O:9][CH:10]2[CH2:15][CH2:14][CH2:13][CH2:12][O:11]2)[CH:5]=[CH:4][N:3]=1.[NH:16]1[CH2:21][CH2:20][NH:19][CH2:18][CH2:17]1, predict the reaction product. The product is: [O:11]1[CH2:12][CH2:13][CH2:14][CH2:15][CH:10]1[O:9][CH2:8][C:6]1[CH:5]=[CH:4][N:3]=[C:2]([N:16]2[CH2:21][CH2:20][NH:19][CH2:18][CH2:17]2)[CH:7]=1. (2) Given the reactants C([O:3][C:4](=[O:48])[CH2:5][CH2:6][CH2:7][O:8][C:9]1[CH:14]=[CH:13][CH:12]=[C:11]([CH2:15][CH2:16][CH2:17][CH2:18][CH2:19][CH2:20][O:21][C:22]2[CH:23]=[C:24]([C:34]3[CH:39]=[CH:38][C:37]([F:40])=[CH:36][CH:35]=3)[CH:25]=[C:26]([S:28]([CH:31]([CH3:33])[CH3:32])(=[O:30])=[O:29])[CH:27]=2)[C:10]=1[CH2:41][CH2:42][C:43]([O:45]CC)=[O:44])C.[OH-].[Na+], predict the reaction product. The product is: [C:43]([CH2:42][CH2:41][C:10]1[C:11]([CH2:15][CH2:16][CH2:17][CH2:18][CH2:19][CH2:20][O:21][C:22]2[CH:23]=[C:24]([C:34]3[CH:35]=[CH:36][C:37]([F:40])=[CH:38][CH:39]=3)[CH:25]=[C:26]([S:28]([CH:31]([CH3:33])[CH3:32])(=[O:29])=[O:30])[CH:27]=2)=[CH:12][CH:13]=[CH:14][C:9]=1[O:8][CH2:7][CH2:6][CH2:5][C:4]([OH:48])=[O:3])([OH:45])=[O:44]. (3) Given the reactants [Cl:1][C:2]1[CH:7]=[CH:6][C:5]([S:8]([N:11]([CH2:19][C:20]2[CH:33]=[CH:32][C:23]([C:24]([NH:26][CH2:27][CH2:28][N:29]([CH3:31])[CH3:30])=[O:25])=[CH:22][CH:21]=2)[CH:12]2[CH2:17][CH2:16][CH2:15][CH2:14][CH:13]2[F:18])(=[O:10])=[O:9])=[CH:4][CH:3]=1.Cl, predict the reaction product. The product is: [ClH:1].[Cl:1][C:2]1[CH:7]=[CH:6][C:5]([S:8]([N:11]([CH2:19][C:20]2[CH:21]=[CH:22][C:23]([C:24]([NH:26][CH2:27][CH2:28][N:29]([CH3:30])[CH3:31])=[O:25])=[CH:32][CH:33]=2)[CH:12]2[CH2:17][CH2:16][CH2:15][CH2:14][CH:13]2[F:18])(=[O:10])=[O:9])=[CH:4][CH:3]=1. (4) The product is: [N:1]1[CH:6]=[CH:5][CH:4]=[C:3]([C:7]2[O:11][C:10]([NH:12][C:20](=[O:21])[O:22][CH2:23][C:24]([Cl:27])([Cl:26])[Cl:25])=[N:9][N:8]=2)[CH:2]=1. Given the reactants [N:1]1[CH:6]=[CH:5][CH:4]=[C:3]([C:7]2[O:11][C:10]([NH2:12])=[N:9][N:8]=2)[CH:2]=1.N1C=CC=CC=1.Cl[C:20]([O:22][CH2:23][C:24]([Cl:27])([Cl:26])[Cl:25])=[O:21].O, predict the reaction product. (5) Given the reactants [Br:1][C:2]1[C:3](Cl)=[C:4]([Cl:27])[C:5]([N:8]([CH2:18][C:19]2[CH:24]=[CH:23][C:22]([O:25][CH3:26])=[CH:21][CH:20]=2)[CH2:9][C:10]2[CH:15]=[CH:14][C:13]([O:16][CH3:17])=[CH:12][CH:11]=2)=[N:6][CH:7]=1.[C:29]1(=[O:40])[C:33]2([CH2:38][CH2:37][NH:36][CH2:35][CH2:34]2)[CH2:32][C:31](=[O:39])[NH:30]1.[F-].[K+].C(N(CC)CC)C, predict the reaction product. The product is: [CH3:26][O:25][C:22]1[CH:21]=[CH:20][C:19]([CH2:18][N:8]([CH2:9][C:10]2[CH:15]=[CH:14][C:13]([O:16][CH3:17])=[CH:12][CH:11]=2)[C:5]2[C:4]([Cl:27])=[C:3]([N:36]3[CH2:35][CH2:34][C:33]4([C:29](=[O:40])[NH:30][C:31](=[O:39])[CH2:32]4)[CH2:38][CH2:37]3)[C:2]([Br:1])=[CH:7][N:6]=2)=[CH:24][CH:23]=1.